This data is from Forward reaction prediction with 1.9M reactions from USPTO patents (1976-2016). The task is: Predict the product of the given reaction. (1) Given the reactants [C:1]([C:3]1[CH:8]=[CH:7][C:6]([CH2:9][OH:10])=[CH:5][CH:4]=1)#[CH:2].[CH2:11]([O:18][C:19]1[N:20]=[N:21][C:22](I)=[CH:23][CH:24]=1)[C:12]1[CH:17]=[CH:16][CH:15]=[CH:14][CH:13]=1, predict the reaction product. The product is: [CH2:11]([O:18][C:19]1[N:20]=[N:21][C:22]([C:2]#[C:1][C:3]2[CH:8]=[CH:7][C:6]([CH2:9][OH:10])=[CH:5][CH:4]=2)=[CH:23][CH:24]=1)[C:12]1[CH:13]=[CH:14][CH:15]=[CH:16][CH:17]=1. (2) Given the reactants [Cl-:1].[Cl:2][C:3]1[C:12]2[C:7](=[CH:8][C:9]([C:13]#[N:14])=[CH:10][CH:11]=2)[CH:6]=[CH:5][C:4]=1[O:15][CH2:16][CH2:17][NH3+:18].Cl[C:20]1[CH:24]=[CH:23][S:22][C:21]=1[CH:25]=O, predict the reaction product. The product is: [Cl:2][C:3]1[C:4]([O:15][CH2:16][CH2:17][NH:18][CH2:25][C:21]2[S:22][C:23]([Cl:1])=[CH:24][CH:20]=2)=[CH:5][CH:6]=[C:7]2[C:12]=1[CH:11]=[CH:10][C:9]([C:13]#[N:14])=[CH:8]2. (3) The product is: [C:24]([C:23]1[CH:26]=[CH:27][CH:28]=[CH:29][C:22]=1[C:19]1[N:20]=[CH:21][C:16]([CH2:15][CH:5]([C:4](=[O:3])[CH2:10][CH2:11][CH2:12][CH3:13])[C:6]([O:8][CH3:9])=[O:7])=[CH:17][CH:18]=1)#[N:25]. Given the reactants [H-].[Na+].[O:3]=[C:4]([CH2:10][CH2:11][CH2:12][CH3:13])[CH2:5][C:6]([O:8][CH3:9])=[O:7].Cl[CH2:15][C:16]1[CH:17]=[CH:18][C:19]([C:22]2[CH:29]=[CH:28][CH:27]=[CH:26][C:23]=2[C:24]#[N:25])=[N:20][CH:21]=1.Cl, predict the reaction product. (4) Given the reactants OC(C(F)(F)F)=O.[OH:8][C@H:9]1[C@H:14]([N:15]2[CH2:19][CH2:18][CH2:17][C:16]2=[O:20])[CH2:13][CH2:12][NH:11][CH2:10]1.CCN(C(C)C)C(C)C.[Cl:30][C:31]1[N:35]2[CH:36]=[C:37]([C:44]3[CH:48]=[CH:47][O:46][CH:45]=3)[CH:38]=[C:39]([C:40]([F:43])([F:42])[F:41])[C:34]2=[N:33][C:32]=1[C:49](O)=[O:50].CN(C(ON1N=NC2C=CC=NC1=2)=[N+](C)C)C.F[P-](F)(F)(F)(F)F, predict the reaction product. The product is: [Cl:30][C:31]1[N:35]2[CH:36]=[C:37]([C:44]3[CH:48]=[CH:47][O:46][CH:45]=3)[CH:38]=[C:39]([C:40]([F:42])([F:41])[F:43])[C:34]2=[N:33][C:32]=1[C:49]([N:11]1[CH2:12][CH2:13][C@@H:14]([N:15]2[CH2:19][CH2:18][CH2:17][C:16]2=[O:20])[C@H:9]([OH:8])[CH2:10]1)=[O:50].